Regression. Given a peptide amino acid sequence and an MHC pseudo amino acid sequence, predict their binding affinity value. This is MHC class I binding data. From a dataset of Peptide-MHC class I binding affinity with 185,985 pairs from IEDB/IMGT. (1) The peptide sequence is IQRRTLDLLK. The MHC is H-2-Kb with pseudo-sequence H-2-Kb. The binding affinity (normalized) is 0.392. (2) The peptide sequence is GVVTKNGGY. The MHC is HLA-A30:02 with pseudo-sequence HLA-A30:02. The binding affinity (normalized) is 0. (3) The peptide sequence is LILSCIFAFI. The MHC is HLA-A11:01 with pseudo-sequence HLA-A11:01. The binding affinity (normalized) is 0.201. (4) The peptide sequence is EKAAWGVAL. The MHC is HLA-A02:06 with pseudo-sequence HLA-A02:06. The binding affinity (normalized) is 0.0847. (5) The peptide sequence is RYYDGNIYDL. The MHC is HLA-A29:02 with pseudo-sequence HLA-A29:02. The binding affinity (normalized) is 0.00122. (6) The peptide sequence is LLQGVPFHV. The MHC is HLA-A02:50 with pseudo-sequence HLA-A02:50. The binding affinity (normalized) is 1.00. (7) The peptide sequence is YMLDLQPET. The MHC is HLA-A02:01 with pseudo-sequence HLA-A02:01. The binding affinity (normalized) is 0.655. (8) The peptide sequence is YNLLIRCLR. The MHC is HLA-A01:01 with pseudo-sequence HLA-A01:01. The binding affinity (normalized) is 0.371.